Dataset: Forward reaction prediction with 1.9M reactions from USPTO patents (1976-2016). Task: Predict the product of the given reaction. (1) The product is: [C:14]([O:13][C:11]([NH:1][C@@H:2]([CH2:3][CH2:4][CH2:5][CH2:6][NH:7][C:11]([O:13][C:14]([CH3:17])([CH3:16])[CH3:15])=[O:12])[C:8]([OH:10])=[O:9])=[O:12])([CH3:17])([CH3:16])[CH3:15]. Given the reactants [NH2:1][C@H:2]([C:8]([OH:10])=[O:9])[CH2:3][CH2:4][CH2:5][CH2:6][NH2:7].[C:11](O[C:11]([O:13][C:14]([CH3:17])([CH3:16])[CH3:15])=[O:12])([O:13][C:14]([CH3:17])([CH3:16])[CH3:15])=[O:12], predict the reaction product. (2) Given the reactants C(OC([NH:8][C@@H:9]([CH:24]([CH3:26])[CH3:25])[C:10]([S:12][CH2:13][C@H:14]([NH:20][C:21](=[O:23])[CH3:22])[C:15]([O:17][CH2:18][CH3:19])=[O:16])=[O:11])=O)(C)(C)C.[ClH:27], predict the reaction product. The product is: [ClH:27].[NH2:8][C@@H:9]([CH:24]([CH3:25])[CH3:26])[C:10]([S:12][CH2:13][C@H:14]([NH:20][C:21](=[O:23])[CH3:22])[C:15]([O:17][CH2:18][CH3:19])=[O:16])=[O:11]. (3) Given the reactants [CH:1]1([C:7]([C:9]2[CH:14]=[CH:13][CH:12]=[CH:11][CH:10]=2)=O)[CH2:6][CH2:5][CH2:4][CH2:3][CH2:2]1.[BH3-]C#[N:17].[Na+], predict the reaction product. The product is: [CH:1]1([CH:7]([C:9]2[CH:14]=[CH:13][CH:12]=[CH:11][CH:10]=2)[NH2:17])[CH2:6][CH2:5][CH2:4][CH2:3][CH2:2]1. (4) The product is: [CH2:1]([N:3]1[C:7]2[N:8]=[C:9]([C:18]3[CH:24]=[CH:23][C:21]([NH:22][C:33]([NH:32][C:35]4[CH:36]=[CH:37][C:38]([N+:41]([O-:43])=[O:42])=[CH:39][CH:40]=4)=[O:34])=[CH:20][CH:19]=3)[N:10]=[C:11]([N:12]3[CH2:13][CH2:14][O:15][CH2:16][CH2:17]3)[C:6]=2[N:5]=[N:4]1)[CH3:2]. Given the reactants [CH2:1]([N:3]1[C:7]2[N:8]=[C:9]([C:18]3[CH:24]=[CH:23][C:21]([NH2:22])=[CH:20][CH:19]=3)[N:10]=[C:11]([N:12]3[CH2:17][CH2:16][O:15][CH2:14][CH2:13]3)[C:6]=2[N:5]=[N:4]1)[CH3:2].CCN(CC)CC.[N:32]([C:35]1[CH:40]=[CH:39][C:38]([N+:41]([O-:43])=[O:42])=[CH:37][CH:36]=1)=[C:33]=[O:34], predict the reaction product. (5) Given the reactants [CH3:1][O:2][C:3]([C:5]1[CH:6]=[CH:7][C:8]([C:11]([OH:13])=O)=[N:9][CH:10]=1)=[O:4].C(N1C=CN=C1)(N1C=CN=C1)=O.[NH2:26][C:27]1[C:35]([NH2:36])=[CH:34][CH:33]=[CH:32][C:28]=1[C:29]([NH2:31])=[O:30], predict the reaction product. The product is: [NH2:26][C:27]1[C:28]([C:29](=[O:30])[NH2:31])=[CH:32][CH:33]=[CH:34][C:35]=1[NH:36][C:11]([C:8]1[CH:7]=[CH:6][C:5]([C:3]([O:2][CH3:1])=[O:4])=[CH:10][N:9]=1)=[O:13]. (6) Given the reactants [NH2:1][CH2:2][C@@H:3]1[C@H:8]([CH3:9])[CH2:7][CH2:6][CH2:5][N:4]1[C:10]([C:12]1[C:17]([N:18]2[N:22]=[CH:21][CH:20]=[N:19]2)=[CH:16][CH:15]=[C:14]([CH3:23])[N:13]=1)=[O:11].Cl[C:25]1[N:30]=[CH:29][C:28]([Cl:31])=[CH:27][N:26]=1, predict the reaction product. The product is: [Cl:31][C:28]1[CH:27]=[N:26][C:25]([NH:1][CH2:2][C@@H:3]2[C@H:8]([CH3:9])[CH2:7][CH2:6][CH2:5][N:4]2[C:10]([C:12]2[C:17]([N:18]3[N:22]=[CH:21][CH:20]=[N:19]3)=[CH:16][CH:15]=[C:14]([CH3:23])[N:13]=2)=[O:11])=[N:30][CH:29]=1. (7) Given the reactants [O:1]1[CH2:5][CH2:4][CH2:3][CH2:2]1.[CH2:6]([Li])[CH2:7][CH2:8][CH3:9].[B:11]([O:16]C)(OC)[O:12]C.Cl, predict the reaction product. The product is: [CH:6]1[C:3]2[C:4]3[CH:2]=[CH:3][CH:4]=[CH:5][C:5]=3[O:1][C:2]=2[CH:9]=[CH:8][C:7]=1[B:11]([OH:16])[OH:12].